From a dataset of Forward reaction prediction with 1.9M reactions from USPTO patents (1976-2016). Predict the product of the given reaction. (1) The product is: [C:1]([S:20][CH2:21][CH2:22][NH:23][C:24]([C:25]1[CH:30]=[CH:29][C:28]([CH2:37][O:38][S:39]([CH3:42])(=[O:41])=[O:40])=[CH:27][CH:26]=1)=[O:31])([C:8]1[CH:13]=[CH:12][CH:11]=[CH:10][CH:9]=1)([C:14]1[CH:15]=[CH:16][CH:17]=[CH:18][CH:19]=1)[C:2]1[CH:3]=[CH:4][CH:5]=[CH:6][CH:7]=1. Given the reactants [C:1]([S:20][CH2:21][CH2:22][NH:23][C:24](=[O:31])[C:25]1[CH:30]=[CH:29][CH:28]=[CH:27][CH:26]=1)([C:14]1[CH:19]=[CH:18][CH:17]=[CH:16][CH:15]=1)([C:8]1[CH:13]=[CH:12][CH:11]=[CH:10][CH:9]=1)[C:2]1[CH:7]=[CH:6][CH:5]=[CH:4][CH:3]=1.CN1[C:37](=[O:38])CCC1.[S:39](Cl)([CH3:42])(=[O:41])=[O:40], predict the reaction product. (2) Given the reactants [C-]#[N:2].[Na+].[O:4]([C:11]1[CH:18]=[CH:17][C:14](C=O)=[C:13]([B:19]2[O:23]C(C)(C)[C:21]([CH3:27])(C)[O:20]2)[CH:12]=1)[C:5]1[CH:10]=[CH:9][CH:8]=[CH:7][CH:6]=1.Cl, predict the reaction product. The product is: [OH:23][B:19]1[C:13]2[CH:12]=[C:11]([O:4][C:5]3[CH:6]=[CH:7][CH:8]=[CH:9][CH:10]=3)[CH:18]=[CH:17][C:14]=2[CH:21]([C:27]#[N:2])[O:20]1. (3) Given the reactants [C:1]([C:3]1[CH:4]=[C:5]([CH:18]=[C:19]([C:21]2[CH:26]=[CH:25][CH:24]=[C:23]([F:27])[CH:22]=2)[CH:20]=1)[C:6]([NH:8][C:9]1[C:14]([F:15])=[CH:13][CH:12]=[C:11]([OH:16])[C:10]=1[F:17])=O)#[N:2], predict the reaction product. The product is: [F:17][C:10]1[C:11]([OH:16])=[CH:12][CH:13]=[C:14]([F:15])[C:9]=1[NH:8][CH2:6][C:5]1[CH:4]=[C:3]([CH:20]=[C:19]([C:21]2[CH:26]=[CH:25][CH:24]=[C:23]([F:27])[CH:22]=2)[CH:18]=1)[C:1]#[N:2]. (4) Given the reactants [CH2:1]([N:3]([CH2:35][CH3:36])[C:4]([C:6]1[CH:7]=[CH:8][C:9]2[C:10](=[C:21]3[CH2:27][CH:26]4[N:28]([C:29](=[O:34])[C:30]([F:33])([F:32])[F:31])[CH:23]([CH2:24][CH2:25]4)[CH2:22]3)[C:11]3[C:16]([O:17][C:18]=2[CH:19]=1)=[CH:15][CH:14]=[C:13]([F:20])[CH:12]=3)=[O:5])[CH3:2].C(N(CC)C(C1C=CC2C(=C3CC4N(C(=O)C(F)(F)F)C(CC4)C3)C3C(OC=2C=1)=C(OC)C=CC=3)=[O:41])C.C(N(CC)C(C1C=CC2C(=C3CC4NC(CC4)C3)C3C(OC=2C=1)=C(Br)C=CC=3)=O)C, predict the reaction product. The product is: [CH2:35]([N:3]([CH2:1][CH3:2])[C:4]([C:6]1[CH:7]=[CH:8][C:9]2[C:10](=[C:21]3[CH2:27][CH:26]4[NH:28][CH:23]([CH2:24][CH2:25]4)[CH2:22]3)[C:11]3[C:16]([O:17][C:18]=2[CH:19]=1)=[CH:15][CH:14]=[C:13]([F:20])[CH:12]=3)=[O:5])[CH3:36].[C:29]([OH:34])([C:30]([F:33])([F:32])[F:31])=[O:41]. (5) Given the reactants [F:1][C:2]1[CH:3]=[C:4]([S:12]([C:15]2([CH3:29])[CH2:20][CH2:19][O:18][CH:17]([C:21]3[CH:26]=[CH:25][C:24](SC)=[CH:23][CH:22]=3)[CH2:16]2)(=O)=[O:13])[CH:5]=[C:6]([C:8]([F:11])([F:10])[F:9])[CH:7]=1.O[O:31][S:32]([O-:34])=O.[K+].[CH2:36]1COCC1.[OH2:41], predict the reaction product. The product is: [F:1][C:2]1[CH:3]=[C:4]([S:12]([C:15]2([CH3:29])[CH2:20][CH2:19][O:18][CH:17]([C:21]3[CH:26]=[CH:25][C:24]([S:32]([CH3:36])(=[O:34])=[O:31])=[CH:23][CH:22]=3)[CH2:16]2)(=[O:13])=[O:41])[CH:5]=[C:6]([C:8]([F:11])([F:10])[F:9])[CH:7]=1.